Task: Predict the product of the given reaction.. Dataset: Forward reaction prediction with 1.9M reactions from USPTO patents (1976-2016) (1) Given the reactants [Si:1]([O:8][C@H:9]([CH2:32][OH:33])[C@@H:10]([NH:24][C:25](=[O:31])[O:26][C:27]([CH3:30])([CH3:29])[CH3:28])[CH2:11][C:12]1[CH:17]=[CH:16][CH:15]=[C:14]([C:18]#[C:19][Si:20]([CH3:23])([CH3:22])[CH3:21])[CH:13]=1)([C:4]([CH3:7])([CH3:6])[CH3:5])([CH3:3])[CH3:2].C(=O)(O)[O-].[Na+].CC(OI1(OC(C)=O)(OC(C)=O)OC(=O)C2C=CC=CC1=2)=O, predict the reaction product. The product is: [Si:1]([O:8][C@H:9]([CH:32]=[O:33])[C@@H:10]([NH:24][C:25](=[O:31])[O:26][C:27]([CH3:30])([CH3:29])[CH3:28])[CH2:11][C:12]1[CH:17]=[CH:16][CH:15]=[C:14]([C:18]#[C:19][Si:20]([CH3:23])([CH3:22])[CH3:21])[CH:13]=1)([C:4]([CH3:7])([CH3:6])[CH3:5])([CH3:3])[CH3:2]. (2) Given the reactants C(OC([N:8]1[CH2:13][CH2:12][CH2:11][CH2:10][C@H:9]1[CH2:14][CH2:15][O:16][C:17]1[CH:22]=[CH:21][CH:20]=[C:19]([O:23][C:24]2[CH:29]=[CH:28][CH:27]=[CH:26][CH:25]=2)[CH:18]=1)=O)(C)(C)C.[ClH:30], predict the reaction product. The product is: [ClH:30].[O:23]([C:19]1[CH:18]=[C:17]([CH:22]=[CH:21][CH:20]=1)[O:16][CH2:15][CH2:14][C@@H:9]1[CH2:10][CH2:11][CH2:12][CH2:13][NH:8]1)[C:24]1[CH:25]=[CH:26][CH:27]=[CH:28][CH:29]=1. (3) Given the reactants ClC1C=C(C2SC(C([N:24]3[CH2:28][C:27](=[O:29])[NH:26][CH2:25]3)=O)=CC=2C2C=C(C#N)C=CC=2)C=C(F)C=1.[Cl:30][C:31]1[CH:32]=[C:33]([C:38]2[CH:39]=[C:40]([C:51]([OH:53])=O)[S:41][C:42]=2[C:43]2[CH:48]=[C:47]([F:49])[CH:46]=[C:45]([Cl:50])[CH:44]=2)[CH:34]=[CH:35][C:36]=1[F:37], predict the reaction product. The product is: [Cl:30][C:31]1[CH:32]=[C:33]([C:38]2[CH:39]=[C:40]([C:51]([N:24]3[CH2:28][C:27](=[O:29])[NH:26][CH2:25]3)=[O:53])[S:41][C:42]=2[C:43]2[CH:48]=[C:47]([F:49])[CH:46]=[C:45]([Cl:50])[CH:44]=2)[CH:34]=[CH:35][C:36]=1[F:37]. (4) Given the reactants CCN(C(C)C)C(C)C.Cl[C:11]1[C:30]([C:31]2[NH:35][N:34]=[CH:33][CH:32]=2)=[CH:29][C:14]([C:15]([NH:17][C:18]2[CH:23]=[CH:22][C:21]([O:24][C:25]([F:28])([F:27])[F:26])=[CH:20][CH:19]=2)=[O:16])=[CH:13][N:12]=1.[CH3:36][N:37]([CH3:42])[CH:38]1[CH2:41][NH:40][CH2:39]1.O(C(C)C)C(C)C, predict the reaction product. The product is: [CH3:36][N:37]([CH3:42])[CH:38]1[CH2:41][N:40]([C:11]2[C:30]([C:31]3[NH:35][N:34]=[CH:33][CH:32]=3)=[CH:29][C:14]([C:15]([NH:17][C:18]3[CH:23]=[CH:22][C:21]([O:24][C:25]([F:28])([F:26])[F:27])=[CH:20][CH:19]=3)=[O:16])=[CH:13][N:12]=2)[CH2:39]1. (5) Given the reactants [CH3:1][O:2][C:3]1[CH:8]=[CH:7][C:6]([NH:9][C:10]2[CH:15]=[CH:14][N:13]=[CH:12][C:11]=2[NH2:16])=[CH:5][CH:4]=1.[C:17]([CH2:19][C:20](OCC)=O)#[N:18], predict the reaction product. The product is: [CH3:1][O:2][C:3]1[CH:4]=[CH:5][C:6]([N:9]2[C:10]3[CH:15]=[CH:14][N:13]=[CH:12][C:11]=3[N:16]=[C:20]2[CH2:19][C:17]#[N:18])=[CH:7][CH:8]=1.